Task: Binary Classification. Given a miRNA mature sequence and a target amino acid sequence, predict their likelihood of interaction.. Dataset: Experimentally validated miRNA-target interactions with 360,000+ pairs, plus equal number of negative samples (1) The miRNA is rno-miR-429 with sequence UAAUACUGUCUGGUAAUGCCGU. The protein sequence of the target gene is MGGKQRDEDDEAYGKPVKYDPSFRGPIKNRSCTDVICCVLFLLFILGYIVVGIVAWLYGDPRQVLYPRNSTGAYCGMGENKDKPYLLYFNIFSCILSSNIISVAENGLQCPTPQVCVSSCPEDPWTVGKNEFSQTVGEVFYTKNRNFCLPGVPWNMTVITSLQQELCPSFLLPSAPALGRCFPWTNVTPPALPGITNDTTIQQGISGLIDSLNARDISVKIFEDFAQSWYWILVALGVALVLSLLFILLLRLVAGPLVLVLILGVLGVLAYGIYYCWEEYRVLRDKGASISQLGFTTNLS.... Result: 0 (no interaction). (2) The miRNA is hsa-miR-664b-5p with sequence UGGGCUAAGGGAGAUGAUUGGGUA. The protein sequence of the target gene is MRRSEVLAEESIVCLQKALNHLREIWELIGIPEDQRLQRTEVVKKHIKELLDMMIAEEESLKERLIKSISVCQKELNTLCSELHVEPFQEEGETTILQLEKDLRTQVELMRKQKKERKQELKLLQEQDQELCEILCMPHYDIDSASVPSLEELNQFRQHVTTLRETKASRREEFVSIKRQIILCMEALDHTPDTSFERDVVCEDEDAFCLSLENIATLQKLLRQLEMQKSQNEAVCEGLRTQIRELWDRLQIPEEEREAVATIMSGSKAKVRKALQLEVDRLEELKMQNMKKVIEAIRVE.... Result: 0 (no interaction). (3) The miRNA is hsa-miR-30b-5p with sequence UGUAAACAUCCUACACUCAGCU. The protein sequence of the target gene is MNLETGSRGSEFGMSAVSCGNGKLRQWLIDQIDSGKYPGLVWENEEKSVFRIPWKHAGKQDYNREEDAALFKAWALFKGKFREGIDKPDPPTWKTRLRCALNKSNDFEELVERSQLDISDPYKVYRIVPEGAKKGAKQLTLDDTQMAMGHPYPMTAPYGSLPAQQVHNYMMPPHDRSWRDYAPDQSHPEIPYQCPVTFGPRGHHWQGPSCENGCQVTGTFYACAPPESQAPGIPIEPSIRSAEALALSDCRLHICLYYRDILVKELTTTSPEGCRISHGHTYDVSNLDQVLFPYPDDNGQ.... Result: 0 (no interaction). (4) The miRNA is mmu-miR-3060-3p with sequence CCAUAGCACAGAAGCACUCCCA. The protein sequence of the target gene is MKLQAVMETLIQRQQRARQELEARQAPPPPPPEPTGVRARTTMTDEDREPENARMHRTQMAALAAMRAAAAGLGHPSSPGGSEDGPPISGDEDTAREGTLSSPALHGSVLEGAGHAEGDRHLMDVGSDDDDTKSKWEEQELEELGEEEEEEEEEDDFEEEEEEEEGLGPPESASLGTAGLFTRKAPPAQAFRGDGGPRMLSGPERLGPGPAHPSHMASQMPPPDHGDWTFEEQFKQLYELDADPKRKEFLDDLFSFMQKRGTPVNRIPIMAKQVLDLFMLYVLVTEKGGLVEVINKKLWR.... Result: 1 (interaction). (5) Result: 0 (no interaction). The protein sequence of the target gene is MAEKVNNFPPLPKFIPLKPCFYQDFEADIPPQHVSMTKRLYYLWMLNSVTLAVNLVGCLAWLIGGGGATNFGLAFLWLILFTPCSYVCWFRPIYKAFKTDSSFSFMAFFFTFMAQLVISIIQAVGIPGWGVCGWIATISFFGTNIGSAVVMLIPTVMFTVMAVFSFIALSMVHKFYRGSGGSFSKAQEEWTTGAWKNPHVQQAAQNAAMGAAQGAMNQPQTQYSATPNYTYSNEM. The miRNA is mmu-miR-7042-3p with sequence UGUCCCUUUGUUUUCUCUCAG.